From a dataset of Full USPTO retrosynthesis dataset with 1.9M reactions from patents (1976-2016). Predict the reactants needed to synthesize the given product. (1) The reactants are: [Cl:1][C:2]1[C:3]([F:12])=[C:4]([CH:8]=[CH:9][C:10]=1[F:11])[C:5]([OH:7])=[O:6].OS(O)(=O)=O.[N+:18]([O-])([OH:20])=[O:19]. Given the product [Cl:1][C:2]1[C:3]([F:12])=[C:4]([CH:8]=[C:9]([N+:18]([O-:20])=[O:19])[C:10]=1[F:11])[C:5]([OH:7])=[O:6], predict the reactants needed to synthesize it. (2) Given the product [OH:1][CH:2]1[CH2:5][N:4]([C:6]([C:8]2[CH:9]=[C:10]([C:21]([NH:55][CH2:54][C:51]3[CH:50]=[N:49][C:48]([CH3:47])=[N:53][CH:52]=3)=[O:23])[CH:11]=[C:12]([C:14]3[CH:15]=[CH:16][C:17]([CH3:20])=[CH:18][CH:19]=3)[CH:13]=2)=[O:7])[CH2:3]1, predict the reactants needed to synthesize it. The reactants are: [OH:1][CH:2]1[CH2:5][N:4]([C:6]([C:8]2[CH:9]=[C:10]([C:21]([OH:23])=O)[CH:11]=[C:12]([C:14]3[CH:19]=[CH:18][C:17]([CH3:20])=[CH:16][CH:15]=3)[CH:13]=2)=[O:7])[CH2:3]1.Cl.CN(C)CCCN=C=NCC.O.ON1C2C=CC=CC=2N=N1.[CH3:47][C:48]1[N:53]=[CH:52][C:51]([CH2:54][NH2:55])=[CH:50][N:49]=1.C(N(CC)C(C)C)(C)C. (3) Given the product [ClH:14].[NH2:15][CH2:16][C:17](=[O:23])[CH2:18][CH2:19][C:20]([O:5][CH2:4][C:3]1[C:2]([F:1])=[C:9]([F:10])[C:8]([F:11])=[C:7]([F:12])[C:6]=1[F:13])=[O:21], predict the reactants needed to synthesize it. The reactants are: [F:1][C:2]1[C:9]([F:10])=[C:8]([F:11])[C:7]([F:12])=[C:6]([F:13])[C:3]=1[CH2:4][OH:5].[ClH:14].[NH2:15][CH2:16][C:17](=[O:23])[CH2:18][CH2:19][C:20](O)=[O:21]. (4) Given the product [CH3:25][N:26]1[CH:30]=[C:29]([C:2]2[N:7]=[CH:6][C:5]([CH2:8][N:9]3[C:18]4[C:13](=[CH:14][CH:15]=[CH:16][CH:17]=4)[C:12](=[O:19])[C:11]([C:20]([O:22][CH2:23][CH3:24])=[O:21])=[N:10]3)=[CH:4][CH:3]=2)[CH:28]=[N:27]1, predict the reactants needed to synthesize it. The reactants are: Br[C:2]1[N:7]=[CH:6][C:5]([CH2:8][N:9]2[C:18]3[C:13](=[CH:14][CH:15]=[CH:16][CH:17]=3)[C:12](=[O:19])[C:11]([C:20]([O:22][CH2:23][CH3:24])=[O:21])=[N:10]2)=[CH:4][CH:3]=1.[CH3:25][N:26]1[CH:30]=[C:29](B2OC(C)(C)C(C)(C)O2)[CH:28]=[N:27]1.C(=O)([O-])[O-].[Cs+].[Cs+].C(=O)(O)[O-].[Na+]. (5) Given the product [Br:1][C:2]1[S:3][C:4]([C:7]([C:12]2[C:13]3[C:14](=[N:15][CH:16]=[CH:17][CH:18]=3)[NH:10][CH:11]=2)=[O:9])=[CH:5][N:6]=1, predict the reactants needed to synthesize it. The reactants are: [Br:1][C:2]1[S:3][C:4]([C:7]([OH:9])=O)=[CH:5][N:6]=1.[NH:10]1[C:14]2=[N:15][CH:16]=[CH:17][CH:18]=[C:13]2[CH:12]=[CH:11]1.[Cl-].[Cl-].[Cl-].[Al+3]. (6) Given the product [C:1]([O:5][C:6](=[O:22])[NH:7][C:8]1[CH:13]=[CH:12][C:11]([C:14]2[CH:19]=[CH:18][CH:17]=[CH:16][C:15]=2[F:20])=[CH:10][C:9]=1[NH:21][C:28](=[O:27])[CH2:29][C:30]([C:32]1[CH:37]=[CH:36][CH:35]=[C:34]([C:38]2[CH:39]=[N:40][C:41]([CH3:44])=[CH:42][CH:43]=2)[CH:33]=1)=[O:31])([CH3:4])([CH3:2])[CH3:3], predict the reactants needed to synthesize it. The reactants are: [C:1]([O:5][C:6](=[O:22])[NH:7][C:8]1[CH:13]=[CH:12][C:11]([C:14]2[CH:19]=[CH:18][CH:17]=[CH:16][C:15]=2[F:20])=[CH:10][C:9]=1[NH2:21])([CH3:4])([CH3:3])[CH3:2].C([O:27][C:28](=O)[CH2:29][C:30]([C:32]1[CH:37]=[CH:36][CH:35]=[C:34]([C:38]2[CH:39]=[N:40][C:41]([CH3:44])=[CH:42][CH:43]=2)[CH:33]=1)=[O:31])(C)(C)C. (7) Given the product [Br:15][C:16]1[CH:24]=[CH:23][CH:22]=[CH:21][C:17]=1[C:18]([NH:14][C:9]1[CH:10]=[CH:11][CH:12]=[CH:13][C:8]=1[NH:7][C:1]1[CH:2]=[CH:3][CH:4]=[CH:5][CH:6]=1)=[O:19], predict the reactants needed to synthesize it. The reactants are: [C:1]1([NH:7][C:8]2[C:9]([NH2:14])=[CH:10][CH:11]=[CH:12][CH:13]=2)[CH:6]=[CH:5][CH:4]=[CH:3][CH:2]=1.[Br:15][C:16]1[CH:24]=[CH:23][CH:22]=[CH:21][C:17]=1[C:18](Cl)=[O:19].C(N(CC)CC)C.O. (8) Given the product [CH3:23][O:24][C:25]1[CH:26]=[C:27]([NH:33][C:34]2[O:36][C:11]([C:14]3[CH:21]=[CH:20][C:17]([C:18]#[N:19])=[CH:16][CH:15]=3)=[CH:12][N:13]=2)[CH:28]=[C:29]([O:31][CH3:32])[CH:30]=1, predict the reactants needed to synthesize it. The reactants are: NC1C=CC(C)=C(NC2O[C:11]([C:14]3[CH:21]=[CH:20][C:17]([C:18]#[N:19])=[CH:16][CH:15]=3)=[CH:12][N:13]=2)C=1.[CH3:23][O:24][C:25]1[CH:26]=[C:27]([NH:33][C:34](=[O:36])C)[CH:28]=[C:29]([O:31][CH3:32])[CH:30]=1.NC1C=CC(C)=C(NC(=O)C)C=1. (9) Given the product [CH:16]1([CH2:15][N:10]2[C:11]3[C:7](=[CH:6][C:5]([CH2:3][OH:4])=[CH:13][CH:12]=3)[CH:8]=[N:9]2)[CH2:21][CH2:20][CH2:19][CH2:18][CH2:17]1, predict the reactants needed to synthesize it. The reactants are: CO[C:3]([C:5]1[CH:6]=[C:7]2[C:11](=[CH:12][CH:13]=1)[NH:10][N:9]=[CH:8]2)=[O:4].Br[CH2:15][CH:16]1[CH2:21][CH2:20][CH2:19][CH2:18][CH2:17]1. (10) Given the product [Cl:8][C:9]1[CH:17]=[C:16]2[C:12]([C:13]3([C@@H:19]([C:47]4[CH:52]=[CH:51][N:50]=[C:49]([Cl:53])[C:48]=4[F:54])[C@H:20]([C:21]([NH:3][C@@H:6]4[CH2:7][CH2:12][C@@H:13]([CH2:14][OH:18])[O:58][CH2:57]4)=[O:46])[N:25]([C@H:24]([C:26]4[CH:31]=[CH:30][CH:29]=[CH:28][CH:27]=4)[C@@H:23]([OH:22])[C:40]4[CH:41]=[CH:42][CH:43]=[CH:44][CH:45]=4)[C:26]43[CH2:31][CH2:30][C:29]([CH3:33])([CH3:32])[CH2:28][CH2:27]4)[C:14](=[O:18])[NH:15]2)=[CH:11][CH:10]=1, predict the reactants needed to synthesize it. The reactants are: C([N:3]([CH2:6][CH3:7])CC)C.[Cl:8][C:9]1[CH:17]=[C:16]2[C:12]([C@@:13]3([C:26]4([CH2:31][CH2:30][C:29]([CH3:33])([CH3:32])[CH2:28][CH2:27]4)[N:25]4[C@@H:20]([C:21](=[O:46])[O:22][C@@H:23]([C:40]5[CH:45]=[CH:44][CH:43]=[CH:42][CH:41]=5)[C@H:24]4C4C=CC=CC=4)[C@@H:19]3[C:47]3[CH:52]=[CH:51][N:50]=[C:49]([Cl:53])[C:48]=3[F:54])[C:14](=[O:18])[NH:15]2)=[CH:11][CH:10]=1.[Cl-].[NH4+].[CH3:57][OH:58].